Predict the product of the given reaction. From a dataset of Forward reaction prediction with 1.9M reactions from USPTO patents (1976-2016). (1) Given the reactants [OH-:1].[K+].F[C:4]1(F)[C:8](F)=[C:7](F)[C:6](F)(F)[C:5]1(F)F, predict the reaction product. The product is: [CH:4]1([CH:8]([OH:1])[CH2:7][CH:6]=[CH2:5])[CH2:7][CH2:8][CH2:4][CH2:5][CH2:6]1. (2) Given the reactants [C:1]([O:5][C:6]([NH:8][C:9]1[CH:14]=[CH:13][C:12]([Cl:15])=[CH:11][C:10]=1[C:16]1[N:17]=[C:18]2[CH2:25][CH2:24][CH:23]([C:26]([OH:28])=[O:27])[N:19]2[C:20](=[O:22])[CH:21]=1)=[O:7])([CH3:4])([CH3:3])[CH3:2].[CH3:29][O:30][C:31](=[O:43])[NH:32][C:33]1[CH:38]=[CH:37][C:36]([C:39](=[O:42])[CH2:40]Br)=[CH:35][CH:34]=1.C(=O)([O-])[O-].[K+].[K+], predict the reaction product. The product is: [C:1]([O:5][C:6]([NH:8][C:9]1[CH:14]=[CH:13][C:12]([Cl:15])=[CH:11][C:10]=1[C:16]1[N:17]=[C:18]2[CH2:25][CH2:24][CH:23]([C:26]([O:28][CH2:40][C:39]([C:36]3[CH:35]=[CH:34][C:33]([NH:32][C:31]([O:30][CH3:29])=[O:43])=[CH:38][CH:37]=3)=[O:42])=[O:27])[N:19]2[C:20](=[O:22])[CH:21]=1)=[O:7])([CH3:4])([CH3:2])[CH3:3]. (3) Given the reactants Cl.[Cl:2][C:3]1[CH:4]=[C:5]([NH:9][NH2:10])[CH:6]=[CH:7][CH:8]=1.[CH3:11][CH2:12][O:13][C:14]([CH:16]([C:20]([CH3:22])=O)[C:17]([CH3:19])=O)=[O:15], predict the reaction product. The product is: [CH2:12]([O:13][C:14]([C:16]1[C:17]([CH3:19])=[N:10][N:9]([C:5]2[CH:6]=[CH:7][CH:8]=[C:3]([Cl:2])[CH:4]=2)[C:20]=1[CH3:22])=[O:15])[CH3:11]. (4) Given the reactants [C:1]1([CH3:11])[CH:6]=[CH:5][C:4]([S:7](Cl)(=[O:9])=[O:8])=[CH:3][CH:2]=1.[CH2:12]([CH:14]([CH2:17][CH2:18][CH2:19][CH3:20])[CH2:15][OH:16])[CH3:13].Cl, predict the reaction product. The product is: [C:1]1([CH3:11])[CH:6]=[CH:5][C:4]([S:7]([O:16][CH2:15][CH:14]([CH2:12][CH3:13])[CH2:17][CH2:18][CH2:19][CH3:20])(=[O:9])=[O:8])=[CH:3][CH:2]=1. (5) Given the reactants [O:1]1[C:5]2=[CH:6][C:7]3[CH:8]=[CH:9][NH:10][C:11]=3[CH:12]=[C:4]2[O:3][CH2:2]1.[C:13](Cl)(=[O:17])[C:14](Cl)=[O:15].[NH2:19][CH2:20][CH:21]1[CH2:23][CH2:22]1, predict the reaction product. The product is: [CH:21]1([CH2:20][NH:19][C:13](=[O:17])[C:14]([C:8]2[C:7]3[CH:6]=[C:5]4[O:1][CH2:2][O:3][C:4]4=[CH:12][C:11]=3[NH:10][CH:9]=2)=[O:15])[CH2:23][CH2:22]1. (6) Given the reactants [CH:1](=O)[C:2]1[CH:7]=[CH:6][CH:5]=[CH:4][CH:3]=1.[CH3:9][O:10][C:11]1[C:12]([NH:18][CH3:19])=[N:13][CH:14]=[C:15]([NH2:17])[CH:16]=1, predict the reaction product. The product is: [CH:1](=[N:17][C:15]1[CH:16]=[C:11]([O:10][CH3:9])[C:12]([NH:18][CH3:19])=[N:13][CH:14]=1)[C:2]1[CH:7]=[CH:6][CH:5]=[CH:4][CH:3]=1. (7) Given the reactants Br[C:2]1[CH:3]=[C:4]([C:8]2[C:16]3[C:11](=[N:12][C:13]([CH3:36])=[CH:14][C:15]=3[N:17](COCC[Si](C)(C)C)[S:18]([C:21]3[CH:26]=[CH:25][CH:24]=[C:23]([Cl:27])[CH:22]=3)(=[O:20])=[O:19])[S:10][CH:9]=2)[CH:5]=[CH:6][CH:7]=1.C1C=CC(P(C2C(C3C(P(C4C=CC=CC=4)C4C=CC=CC=4)=CC=C4C=3C=CC=C4)=C3C(C=CC=C3)=CC=2)C2C=CC=CC=2)=CC=1.CC(C)([O-])C.[Na+].[NH:89]1[CH2:93][CH2:92][CH2:91][CH2:90]1.C(O)(C(F)(F)F)=O, predict the reaction product. The product is: [Cl:27][C:23]1[CH:22]=[C:21]([S:18]([NH:17][C:15]2[CH:14]=[C:13]([CH3:36])[N:12]=[C:11]3[S:10][CH:9]=[C:8]([C:4]4[CH:5]=[CH:6][CH:7]=[C:2]([N:89]5[CH2:93][CH2:92][CH2:91][CH2:90]5)[CH:3]=4)[C:16]=23)(=[O:20])=[O:19])[CH:26]=[CH:25][CH:24]=1. (8) Given the reactants [I:1][C:2]1[CH:7]=[CH:6][C:5]([C:8](=O)[CH2:9][CH2:10][CH2:11][CH2:12][N:13]2[CH2:18][CH2:17][CH:16]([C:19]3[CH:20]=[C:21]([NH:25][C:26](=[O:30])[CH:27]([CH3:29])[CH3:28])[CH:22]=[CH:23][CH:24]=3)[CH2:15][CH2:14]2)=[CH:4][CH:3]=1.Cl.[C:33]1([N:39]([C:41]2[CH:46]=[CH:45][CH:44]=[CH:43][CH:42]=2)N)[CH:38]=[CH:37][CH:36]=[CH:35][CH:34]=1, predict the reaction product. The product is: [I:1][C:2]1[CH:7]=[CH:6][C:5]([C:8]2[N:39]([C:41]3[CH:46]=[CH:45][CH:44]=[CH:43][CH:42]=3)[C:33]3[C:34]([C:9]=2[CH2:10][CH2:11][CH2:12][N:13]2[CH2:18][CH2:17][CH:16]([C:19]4[CH:20]=[C:21]([NH:25][C:26](=[O:30])[CH:27]([CH3:29])[CH3:28])[CH:22]=[CH:23][CH:24]=4)[CH2:15][CH2:14]2)=[CH:35][CH:36]=[CH:37][CH:38]=3)=[CH:4][CH:3]=1. (9) Given the reactants [CH3:1][O:2][C:3]1[CH:4]=[C:5]([NH:16][C:17]2[N:22]=[C:21]([C:23](=[O:25])[CH3:24])[CH:20]=[C:19]([CH2:26][O:27][CH2:28][C:29]([F:32])([F:31])[F:30])[N:18]=2)[CH:6]=[CH:7][C:8]=1[C:9]1[CH:14]=[C:13]([CH3:15])[N:12]=[N:11][CH:10]=1.[CH3:33][Mg]Br.[Cl-].[NH4+], predict the reaction product. The product is: [CH3:1][O:2][C:3]1[CH:4]=[C:5]([NH:16][C:17]2[N:22]=[C:21]([C:23]([OH:25])([CH3:33])[CH3:24])[CH:20]=[C:19]([CH2:26][O:27][CH2:28][C:29]([F:30])([F:32])[F:31])[N:18]=2)[CH:6]=[CH:7][C:8]=1[C:9]1[CH:14]=[C:13]([CH3:15])[N:12]=[N:11][CH:10]=1.